Dataset: Reaction yield outcomes from USPTO patents with 853,638 reactions. Task: Predict the reaction yield, written as a fraction of the theoretical maximum amount of product (1.0 means a 100% yield; for example, 0.34 means a 34% yield). (1) The reactants are Cl[S:2]([N:5]=[C:6]=[O:7])(=[O:4])=[O:3].[CH2:8]([OH:15])[C:9]1[CH:14]=[CH:13][CH:12]=[CH:11][CH:10]=1.Cl.[NH2:17][C:18]1[CH:47]=[CH:46][C:21]2[NH:22][C:23]([C:28]3[C:29](=[O:45])[C:30]([CH3:44])([CH2:39][CH2:40][CH:41]([CH3:43])[CH3:42])[C:31]4[C:36]([C:37]=3[OH:38])=[CH:35][CH:34]=[CH:33][CH:32]=4)=[N:24][S:25](=[O:27])(=[O:26])[C:20]=2[CH:19]=1.C(N(CC)CC)C. The catalyst is ClCCl. The product is [CH2:8]([O:15][C:6](=[O:7])[NH:5][S:2]([NH:17][C:18]1[CH:47]=[CH:46][C:21]2[NH:22][C:23]([C:28]3[C:29](=[O:45])[C:30]([CH3:44])([CH2:39][CH2:40][CH:41]([CH3:43])[CH3:42])[C:31]4[C:36](=[CH:35][CH:34]=[CH:33][CH:32]=4)[C:37]=3[OH:38])=[N:24][S:25](=[O:27])(=[O:26])[C:20]=2[CH:19]=1)(=[O:4])=[O:3])[C:9]1[CH:14]=[CH:13][CH:12]=[CH:11][CH:10]=1. The yield is 0.690. (2) The reactants are [C:1]([O:5][C:6](=[O:28])[NH:7][C:8]1[S:9][C:10]2[CH:16]=[C:15]([CH2:17]Br)[CH:14]=[C:13]([C:19]3[CH:24]=[CH:23][CH:22]=[C:21]([N+:25]([O-:27])=[O:26])[CH:20]=3)[C:11]=2[N:12]=1)([CH3:4])([CH3:3])[CH3:2].[NH:29]1[CH:33]=[CH:32][N:31]=[CH:30]1. The product is [C:1]([O:5][C:6](=[O:28])[NH:7][C:8]1[S:9][C:10]2[CH:16]=[C:15]([CH2:17][N:29]3[CH:33]=[CH:32][N:31]=[CH:30]3)[CH:14]=[C:13]([C:19]3[CH:24]=[CH:23][CH:22]=[C:21]([N+:25]([O-:27])=[O:26])[CH:20]=3)[C:11]=2[N:12]=1)([CH3:4])([CH3:3])[CH3:2]. The catalyst is CN(C=O)C. The yield is 0.600. (3) The reactants are C([O:3][C:4](=[O:43])[C:5]1[CH:10]=[CH:9][C:8]([CH2:11][NH:12][C:13]([C@H:15]2[C@H:19]([C:20]3[CH:25]=[CH:24][CH:23]=[C:22]([Cl:26])[C:21]=3[F:27])[C@:18]([C:30]3[CH:35]=[CH:34][C:33]([Cl:36])=[CH:32][C:31]=3[F:37])([C:28]#[N:29])[C@H:17]([CH2:38][C:39]([CH3:42])([CH3:41])[CH3:40])[NH:16]2)=[O:14])=[N:7][CH:6]=1)C.O.[OH-].[Li+]. The catalyst is C1COCC1.O. The product is [Cl:36][C:33]1[CH:34]=[CH:35][C:30]([C@@:18]2([C:28]#[N:29])[C@H:17]([CH2:38][C:39]([CH3:41])([CH3:40])[CH3:42])[NH:16][C@@H:15]([C:13]([NH:12][CH2:11][C:8]3[CH:9]=[CH:10][C:5]([C:4]([OH:43])=[O:3])=[CH:6][N:7]=3)=[O:14])[C@@H:19]2[C:20]2[CH:25]=[CH:24][CH:23]=[C:22]([Cl:26])[C:21]=2[F:27])=[C:31]([F:37])[CH:32]=1. The yield is 1.00. (4) The reactants are [F:1][C:2]([F:13])([F:12])[C:3]1[CH:8]=[CH:7][C:6]([C:9](=O)[CH3:10])=[CH:5][CH:4]=1.[NH2:14][C:15]([NH2:17])=[S:16]. No catalyst specified. The product is [NH2:17][C:15]1[S:16][CH:10]=[C:9]([C:6]2[CH:7]=[CH:8][C:3]([C:2]([F:13])([F:12])[F:1])=[CH:4][CH:5]=2)[N:14]=1. The yield is 0.775. (5) The reactants are [CH3:1][O:2][C:3]1[CH:4]=[C:5]([CH2:11][C:12]#[N:13])[CH:6]=[CH:7][C:8]=1[O:9][CH3:10].[Cl:14][C:15]1[CH:22]=[CH:21][CH:20]=[C:19]([Cl:23])[C:16]=1[CH:17]=O.[OH-:24].[NH4+]. The catalyst is O. The product is [Cl:14][C:15]1[CH:22]=[CH:21][CH:20]=[C:19]([Cl:23])[C:16]=1[CH:17]1[C:6]2[C:5](=[CH:4][C:3]([O:2][CH3:1])=[C:8]([O:9][CH3:10])[CH:7]=2)[CH2:11][C:12](=[O:24])[NH:13]1. The yield is 0.0900. (6) The reactants are [N:1]1([C:7](Cl)=[O:8])[CH2:6][CH2:5][CH2:4][CH2:3][CH2:2]1.FC(F)(F)C(O)=O.[Cl:17][C:18]1[CH:19]=[C:20]([S:24]([N:27]2[CH2:43][CH2:42][C:30]3([N:34]=[C:33]([CH:35]4[CH2:40][CH2:39][CH2:38][NH:37][CH2:36]4)[NH:32][C:31]3=[O:41])[CH2:29][CH2:28]2)(=[O:26])=[O:25])[CH:21]=[CH:22][CH:23]=1. The catalyst is ClCCl. The product is [Cl:17][C:18]1[CH:19]=[C:20]([S:24]([N:27]2[CH2:43][CH2:42][C:30]3([N:34]=[C:33]([CH:35]4[CH2:40][CH2:39][CH2:38][N:37]([C:7]([N:1]5[CH2:6][CH2:5][CH2:4][CH2:3][CH2:2]5)=[O:8])[CH2:36]4)[NH:32][C:31]3=[O:41])[CH2:29][CH2:28]2)(=[O:26])=[O:25])[CH:21]=[CH:22][CH:23]=1. The yield is 0.150.